Dataset: Reaction yield outcomes from USPTO patents with 853,638 reactions. Task: Predict the reaction yield, written as a fraction of the theoretical maximum amount of product (1.0 means a 100% yield; for example, 0.34 means a 34% yield). (1) The reactants are [F:1][C:2]1[CH:3]=[C:4]([CH:9]=[C:10]([I:12])[CH:11]=1)[C:5](OC)=[O:6].CC(C[AlH]CC(C)C)C. The catalyst is C(Cl)Cl. The product is [F:1][C:2]1[CH:3]=[C:4]([CH2:5][OH:6])[CH:9]=[C:10]([I:12])[CH:11]=1. The yield is 1.00. (2) The reactants are [Cl:1][C:2]1[C:3]([CH3:14])=[C:4]([Cl:13])[C:5]2[O:10][CH2:9][C:8](=[O:11])[NH:7][C:6]=2[CH:12]=1.C([O-])([O-])=O.[Cs+].[Cs+].[Cl:21][CH2:22][CH2:23][CH2:24]I. The catalyst is CCCCCCC.CCOC(C)=O. The product is [Cl:1][C:2]1[C:3]([CH3:14])=[C:4]([Cl:13])[C:5]2[O:10][CH2:9][C:8](=[O:11])[N:7]([CH2:24][CH2:23][CH2:22][Cl:21])[C:6]=2[CH:12]=1. The yield is 0.790. (3) The reactants are [C:1](=O)([O-])[O-].[K+].[K+].[Cl:7][C:8]1[CH:9]=[C:10]2[C:14](=[CH:15][CH:16]=1)[NH:13][C:12]([C:17]1[CH:22]=[CH:21][C:20]([Cl:23])=[CH:19][CH:18]=1)=[C:11]2[CH2:24][CH:25]([F:28])[CH2:26]Cl.[C:29]1([CH2:35][C:36]2([OH:42])[CH2:41][CH2:40][NH:39][CH2:38][CH2:37]2)[CH:34]=[CH:33][CH:32]=[CH:31][CH:30]=1.[I-].[Na+]. The catalyst is CC(O)(C)C. The product is [Cl:7][C:8]1[CH:9]=[C:10]2[C:14](=[CH:15][CH:16]=1)[N:13]([CH3:1])[C:12]([C:17]1[CH:22]=[CH:21][C:20]([Cl:23])=[CH:19][CH:18]=1)=[C:11]2[CH2:24][CH:25]([F:28])[CH2:26][N:39]1[CH2:40][CH2:41][C:36]([CH2:35][C:29]2[CH:30]=[CH:31][CH:32]=[CH:33][CH:34]=2)([OH:42])[CH2:37][CH2:38]1. The yield is 0.100. (4) The reactants are FC(F)(F)C(O)=O.[CH3:8][O:9][C:10]1[CH:11]=[C:12]2[C:17](=[CH:18][C:19]=1[O:20][CH3:21])[N:16]=[CH:15][N:14]=[C:13]2[N:22]1[CH2:26][CH2:25][CH:24]([NH2:27])[CH2:23]1.[CH:28]([C:31]1[CH:36]=[CH:35][C:34]([CH2:37][C:38](O)=[O:39])=[CH:33][CH:32]=1)([CH3:30])[CH3:29].C1C=CC2N(O)N=NC=2C=1.CN(C(ON1N=NC2C=CC=CC1=2)=[N+](C)C)C.F[P-](F)(F)(F)(F)F.CCN(C(C)C)C(C)C. The catalyst is C1COCC1. The product is [CH3:8][O:9][C:10]1[CH:11]=[C:12]2[C:17](=[CH:18][C:19]=1[O:20][CH3:21])[N:16]=[CH:15][N:14]=[C:13]2[N:22]1[CH2:26][CH2:25][CH:24]([NH:27][C:38](=[O:39])[CH2:37][C:34]2[CH:35]=[CH:36][C:31]([CH:28]([CH3:29])[CH3:30])=[CH:32][CH:33]=2)[CH2:23]1. The yield is 0.920. (5) The reactants are [CH3:1][C:2]1[CH:3]=[C:4]2[C:9](=[CH:10][CH:11]=1)[N:8]=[C:7]([N:12]1[CH2:18][C:17]3[CH:19]=[CH:20][CH:21]=[CH:22][C:16]=3[S:15](=[O:23])[CH2:14][CH2:13]1)[NH:6][C:5]2=O.F[P-](F)(F)(F)(F)F.N1(O[P+](N(C)C)(N(C)C)N(C)C)C2C=CC=CC=2N=N1.N12CCCN=C1CCCCC2.[NH2:63][C@H:64]1[C@H:68]([F:69])[CH2:67][N:66]([C:70]([O:72][CH2:73][C:74]2[CH:79]=[CH:78][CH:77]=[CH:76][CH:75]=2)=[O:71])[CH2:65]1. The catalyst is CN(C)C=O.O. The product is [F:69][C@H:68]1[C@H:64]([NH:63][C:5]2[C:4]3[C:9](=[CH:10][CH:11]=[C:2]([CH3:1])[CH:3]=3)[N:8]=[C:7]([N:12]3[CH2:18][C:17]4[CH:19]=[CH:20][CH:21]=[CH:22][C:16]=4[S:15](=[O:23])[CH2:14][CH2:13]3)[N:6]=2)[CH2:65][N:66]([C:70]([O:72][CH2:73][C:74]2[CH:79]=[CH:78][CH:77]=[CH:76][CH:75]=2)=[O:71])[CH2:67]1. The yield is 0.418. (6) The product is [CH2:28]([O:35][C:36]([N:38]1[CH2:46][CH2:45][CH:41]([C:42]([O:10][CH:9]([C:1]2[CH:2]=[CH:3][C:4]([O:5][CH3:6])=[CH:7][CH:8]=2)[C:11]([C:13]2[CH:14]=[CH:15][C:16]([O:17][CH3:18])=[CH:19][CH:20]=2)=[O:12])=[O:43])[CH2:40][CH2:39]1)=[O:37])[C:29]1[CH:34]=[CH:33][CH:32]=[CH:31][CH:30]=1. The catalyst is ClCCl. The reactants are [C:1]1([C:9]([CH:11]([C:13]2[CH:20]=[CH:19][C:16]([O:17][CH3:18])=[CH:15][CH:14]=2)[OH:12])=[O:10])[CH:8]=[CH:7][C:4]([O:5][CH3:6])=[CH:3][CH:2]=1.C(N(CC)CC)C.[CH2:28]([O:35][C:36]([N:38]1[CH2:46][CH2:45][CH:41]([C:42](Cl)=[O:43])[CH2:40][CH2:39]1)=[O:37])[C:29]1[CH:34]=[CH:33][CH:32]=[CH:31][CH:30]=1.Cl. The yield is 0.800. (7) The reactants are [NH2:1][CH2:2][CH2:3][C@@:4]1([C:27]2[CH:32]=[CH:31][C:30]([F:33])=[CH:29][CH:28]=2)[O:9][C:8](=[O:10])[N:7]([C@H:11]([C:13]2[CH:18]=[CH:17][C:16]([C:19]3[CH:24]=[CH:23][C:22]([F:25])=[CH:21][C:20]=3[F:26])=[CH:15][CH:14]=2)[CH3:12])[CH2:6][CH2:5]1.N1C=CC=CC=1.[C:40](OC(=O)C)(=[O:42])[CH3:41]. The catalyst is C(Cl)Cl. The product is [F:26][C:20]1[CH:21]=[C:22]([F:25])[CH:23]=[CH:24][C:19]=1[C:16]1[CH:15]=[CH:14][C:13]([C@@H:11]([N:7]2[CH2:6][CH2:5][C@:4]([CH2:3][CH2:2][NH:1][C:40](=[O:42])[CH3:41])([C:27]3[CH:28]=[CH:29][C:30]([F:33])=[CH:31][CH:32]=3)[O:9][C:8]2=[O:10])[CH3:12])=[CH:18][CH:17]=1. The yield is 0.460. (8) The reactants are [NH2:1][C:2]1[S:3][CH:4]=[CH:5][N:6]=1.[C:7](N1C=CN=C1)(N1C=CN=C1)=[O:8].[CH3:19][C:20]1[C:21]([CH2:27][N:28]([CH2:35][C:36]2[C:41]([CH:42]([CH3:44])[CH3:43])=[CH:40][CH:39]=[CH:38][N:37]=2)[CH:29]2[CH2:34][CH2:33][NH:32][CH2:31][CH2:30]2)=[N:22][CH:23]=[C:24]([CH3:26])[CH:25]=1. The catalyst is C(Cl)Cl.CC#N. The product is [S:3]1[CH:4]=[CH:5][N:6]=[C:2]1[NH:1][C:7]([N:32]1[CH2:33][CH2:34][CH:29]([N:28]([CH2:27][C:21]2[C:20]([CH3:19])=[CH:25][C:24]([CH3:26])=[CH:23][N:22]=2)[CH2:35][C:36]2[C:41]([CH:42]([CH3:44])[CH3:43])=[CH:40][CH:39]=[CH:38][N:37]=2)[CH2:30][CH2:31]1)=[O:8]. The yield is 0.190.